From a dataset of Forward reaction prediction with 1.9M reactions from USPTO patents (1976-2016). Predict the product of the given reaction. (1) Given the reactants Cl[CH2:2][C:3]([NH:5][C:6]1[CH:11]=[C:10]([N+:12]([O-:14])=[O:13])[CH:9]=[CH:8][C:7]=1[O:15][C:16]([F:19])([F:18])[F:17])=[O:4].[NH:20]1[CH2:25][CH2:24][O:23][CH2:22][CH2:21]1.C(N(CC)CC)C.[I-].[K+], predict the reaction product. The product is: [N:20]1([CH2:2][C:3]([NH:5][C:6]2[CH:11]=[C:10]([N+:12]([O-:14])=[O:13])[CH:9]=[CH:8][C:7]=2[O:15][C:16]([F:19])([F:18])[F:17])=[O:4])[CH2:25][CH2:24][O:23][CH2:22][CH2:21]1. (2) Given the reactants C([O:3][C:4]([C:6]1([CH2:35][CH3:36])[CH2:11][CH2:10][N:9]([C:12]2[N:17]=[CH:16][C:15]([C:18]3[CH:19]=[C:20]([CH:33]=[O:34])[C:21]4[S:25][C:24]([NH:26][C:27](=[O:31])[NH:28][CH2:29][CH3:30])=[N:23][C:22]=4[CH:32]=3)=[CH:14][N:13]=2)[CH2:8][CH2:7]1)=[O:5])C.CO.[OH-].[K+], predict the reaction product. The product is: [CH2:35]([C:6]1([C:4]([OH:5])=[O:3])[CH2:11][CH2:10][N:9]([C:12]2[N:13]=[CH:14][C:15]([C:18]3[CH:19]=[C:20]([CH:33]=[O:34])[C:21]4[S:25][C:24]([NH:26][C:27](=[O:31])[NH:28][CH2:29][CH3:30])=[N:23][C:22]=4[CH:32]=3)=[CH:16][N:17]=2)[CH2:8][CH2:7]1)[CH3:36]. (3) Given the reactants P(Cl)(Cl)(Cl)=O.[CH3:6][O:7][C:8]1[CH:9]=[CH:10][C:11]2[O:16][C:15]([C:17]3[CH:22]=[CH:21][CH:20]=[CH:19][CH:18]=3)=[C:14]([C:23]([NH2:25])=O)[O:13][C:12]=2[CH:26]=1.CCOC(C)=O, predict the reaction product. The product is: [CH3:6][O:7][C:8]1[CH:9]=[CH:10][C:11]2[O:16][C:15]([C:17]3[CH:22]=[CH:21][CH:20]=[CH:19][CH:18]=3)=[C:14]([C:23]#[N:25])[O:13][C:12]=2[CH:26]=1. (4) The product is: [Br:1][C:2]1[CH:3]=[CH:4][C:5]([C@@H:8]([N:10]([CH2:18][CH2:19][CH:20]([C:22]2[CH:23]=[CH:24][C:25]([F:28])=[CH:26][CH:27]=2)[OH:21])[C:11](=[O:17])[O:12][C:13]([CH3:14])([CH3:16])[CH3:15])[CH3:9])=[CH:6][CH:7]=1. Given the reactants [Br:1][C:2]1[CH:7]=[CH:6][C:5]([C@@H:8]([N:10]([CH2:18][CH2:19][C:20]([C:22]2[CH:27]=[CH:26][C:25]([F:28])=[CH:24][CH:23]=2)=[O:21])[C:11](=[O:17])[O:12][C:13]([CH3:16])([CH3:15])[CH3:14])[CH3:9])=[CH:4][CH:3]=1.[BH4-].[Na+], predict the reaction product. (5) Given the reactants CN(C(ON1N=NC2C=CC=NC1=2)=[N+](C)C)C.F[P-](F)(F)(F)(F)F.[C:25]([O:29][C:30]([NH:32][C@@H:33]([C@H:45]([CH3:53])[CH2:46][CH:47]([CH3:52])[CH2:48][CH2:49][CH:50]=[CH2:51])[C:34]([N:36]1[CH2:40][C@H:39]([OH:41])[CH2:38][C@H:37]1[C:42]([OH:44])=O)=[O:35])=[O:31])([CH3:28])([CH3:27])[CH3:26].Cl.[NH2:55][C@:56]1([C:61]([NH:63][S:64]([C:67]2([CH3:70])[CH2:69][CH2:68]2)(=[O:66])=[O:65])=[O:62])[CH2:58][C@H:57]1[CH:59]=[CH2:60].CCN(C(C)C)C(C)C, predict the reaction product. The product is: [OH:41][C@H:39]1[CH2:40][N:36]([C:34](=[O:35])[C@@H:33]([NH:32][C:30](=[O:31])[O:29][C:25]([CH3:27])([CH3:28])[CH3:26])[C@H:45]([CH3:53])[CH2:46][CH:47]([CH3:52])[CH2:48][CH2:49][CH:50]=[CH2:51])[C@H:37]([C:42](=[O:44])[NH:55][C@:56]2([C:61](=[O:62])[NH:63][S:64]([C:67]3([CH3:70])[CH2:69][CH2:68]3)(=[O:66])=[O:65])[CH2:58][C@H:57]2[CH:59]=[CH2:60])[CH2:38]1. (6) Given the reactants [Br:1][C:2]1[CH:3]=[C:4]2[C:9](=[CH:10][CH:11]=1)[CH:8]=[C:7]([C:12]([NH2:14])=O)[CH:6]=[CH:5]2.N1C=CC=CC=1.FC(F)(F)C(OC(=O)C(F)(F)F)=O, predict the reaction product. The product is: [Br:1][C:2]1[CH:3]=[C:4]2[C:9](=[CH:10][CH:11]=1)[CH:8]=[C:7]([C:12]#[N:14])[CH:6]=[CH:5]2. (7) Given the reactants [Li+].C[Si]([N-][Si](C)(C)C)(C)C.[C:11]([O:14]CC)(=[O:13])[CH3:12].[O:17]=[C:18]1[CH2:21][N:20]([C:22]([O:24][C:25]([CH3:28])([CH3:27])[CH3:26])=[O:23])[CH2:19]1, predict the reaction product. The product is: [C:25]([O:24][C:22]([N:20]1[CH2:21][C:18]([CH2:12][C:11]([OH:14])=[O:13])([OH:17])[CH2:19]1)=[O:23])([CH3:28])([CH3:27])[CH3:26].